From a dataset of Forward reaction prediction with 1.9M reactions from USPTO patents (1976-2016). Predict the product of the given reaction. (1) The product is: [N:2]1[CH:7]=[CH:6][CH:5]=[CH:4][C:3]=1[N:8]([CH2:33][CH2:34][C:35]([OH:37])=[O:36])[C:9]([C:11]1[CH:32]=[CH:31][C:14]2[N:15]([CH2:29][CH3:30])[C:16]([CH2:18][NH:19][C:20]3[CH:25]=[CH:24][C:23]([C:26](=[NH:27])[NH2:28])=[CH:22][CH:21]=3)=[N:17][C:13]=2[CH:12]=1)=[O:10]. Given the reactants Cl.[N:2]1[CH:7]=[CH:6][CH:5]=[CH:4][C:3]=1[N:8]([CH2:33][CH2:34][C:35]([O:37]CC)=[O:36])[C:9]([C:11]1[CH:32]=[CH:31][C:14]2[N:15]([CH2:29][CH3:30])[C:16]([CH2:18][NH:19][C:20]3[CH:25]=[CH:24][C:23]([C:26](=[NH:28])[NH2:27])=[CH:22][CH:21]=3)=[N:17][C:13]=2[CH:12]=1)=[O:10].[OH-].[Na+], predict the reaction product. (2) Given the reactants [O:1]=[C:2]1[NH:6][CH2:5][CH2:4][N:3]1[CH2:7][CH2:8][NH:9][C:10]([N:12]1C=CN=C1)=[O:11].[NH:17]([C:19]([O:21][CH2:22][CH3:23])=[O:20])N, predict the reaction product. The product is: [O:1]=[C:2]1[NH:6][CH2:5][CH2:4][N:3]1[CH2:7][CH2:8][NH:9][C:10]([NH:12][NH:17][C:19]([O:21][CH2:22][CH3:23])=[O:20])=[O:11]. (3) Given the reactants Cl.[C:2]1([C@@H:8]2[CH2:17][CH2:16][C:15]3[C:10](=[CH:11][CH:12]=[CH:13][CH:14]=3)[C@@H:9]2[NH2:18])[CH:7]=[CH:6][CH:5]=[CH:4][CH:3]=1.C([O-])(O)=O.[Na+].[C:24](Cl)(Cl)=[S:25], predict the reaction product. The product is: [N:18]([C@H:9]1[C:10]2[C:15](=[CH:14][CH:13]=[CH:12][CH:11]=2)[CH2:16][CH2:17][C@H:8]1[C:2]1[CH:3]=[CH:4][CH:5]=[CH:6][CH:7]=1)=[C:24]=[S:25]. (4) The product is: [C:11]([O:15][C:16](=[O:38])[CH2:17][N:18]1[C:22]2[CH:23]=[CH:24][C:25]([N:27]([CH2:28][C:29]3[CH:30]=[CH:31][CH:32]=[CH:33][CH:34]=3)[C:5](=[O:6])[C:4]3[CH:8]=[CH:9][CH:10]=[C:2]([F:1])[CH:3]=3)=[CH:26][C:21]=2[N:20]=[C:19]1[CH2:35][CH2:36][CH3:37])([CH3:14])([CH3:13])[CH3:12]. Given the reactants [F:1][C:2]1[CH:3]=[C:4]([CH:8]=[CH:9][CH:10]=1)[C:5](Cl)=[O:6].[C:11]([O:15][C:16](=[O:38])[CH2:17][N:18]1[C:22]2[CH:23]=[CH:24][C:25]([NH:27][CH2:28][C:29]3[CH:34]=[CH:33][CH:32]=[CH:31][CH:30]=3)=[CH:26][C:21]=2[N:20]=[C:19]1[CH2:35][CH2:36][CH3:37])([CH3:14])([CH3:13])[CH3:12].CCN(C(C)C)C(C)C, predict the reaction product.